Dataset: Full USPTO retrosynthesis dataset with 1.9M reactions from patents (1976-2016). Task: Predict the reactants needed to synthesize the given product. Given the product [Br:1][C:2]1[C:3]([CH2:24][C:25]2[CH:26]=[CH:27][C:28]([O:31][CH3:32])=[CH:29][CH:30]=2)=[CH:4][C:5]([C@H:11]2[C@H:16]([OH:17])[C@@H:15]([OH:18])[C@H:14]([OH:19])[C@@H:13]([CH2:20][OH:21])[O:12]2)=[C:6]2[C:10]=1[CH2:9][CH2:8][CH2:7]2, predict the reactants needed to synthesize it. The reactants are: [Br:1][C:2]1[C:3]([CH2:24][C:25]2[CH:30]=[CH:29][C:28]([O:31][CH3:32])=[CH:27][CH:26]=2)=[CH:4][C:5]([C:11]2(OC)[C@H:16]([OH:17])[C@@H:15]([OH:18])[C@H:14]([OH:19])[C@@H:13]([CH2:20][OH:21])[O:12]2)=[C:6]2[C:10]=1[CH2:9][CH2:8][CH2:7]2.C([SiH](CC)CC)C.B(F)(F)F.CCOCC.